This data is from Forward reaction prediction with 1.9M reactions from USPTO patents (1976-2016). The task is: Predict the product of the given reaction. (1) Given the reactants [H-].[Na+].[NH:3]1[CH:7]=[CH:6][N:5]=[C:4]1[CH2:8][CH2:9][OH:10].[C:11]([O:15][C:16]1[CH:21]=[CH:20][C:19]([CH2:22][CH2:23][CH2:24][CH2:25]I)=[CH:18][CH:17]=1)([CH3:14])([CH3:13])[CH3:12].O, predict the reaction product. The product is: [C:11]([O:15][C:16]1[CH:17]=[CH:18][C:19]([CH2:22][CH2:23][CH2:24][CH2:25][N:3]2[CH:7]=[CH:6][N:5]=[C:4]2[CH2:8][CH2:9][OH:10])=[CH:20][CH:21]=1)([CH3:14])([CH3:13])[CH3:12]. (2) Given the reactants [CH3:1][S:2](Cl)(=[O:4])=[O:3].[CH3:6][C:7]1[O:11][N:10]=[C:9]([C:12]2[N:16]3[N:17]=[C:18]([O:25][CH2:26][C:27]4[N:32]=[CH:31][C:30]([CH2:33][OH:34])=[CH:29][CH:28]=4)[C:19]4[C:24]([C:15]3=[N:14][N:13]=2)=[CH:23][CH:22]=[CH:21][CH:20]=4)[CH:8]=1.CCN(CC)CC, predict the reaction product. The product is: [CH3:6][C:7]1[O:11][N:10]=[C:9]([C:12]2[N:16]3[N:17]=[C:18]([O:25][CH2:26][C:27]4[N:32]=[CH:31][C:30]([CH2:33][O:34][S:2]([CH3:1])(=[O:4])=[O:3])=[CH:29][CH:28]=4)[C:19]4[C:24]([C:15]3=[N:14][N:13]=2)=[CH:23][CH:22]=[CH:21][CH:20]=4)[CH:8]=1. (3) Given the reactants [C:1]1([CH:7]([C:13]2[CH:18]=[CH:17][CH:16]=[CH:15][CH:14]=2)[N:8]2[CH2:11][C:10](=O)[CH2:9]2)[CH:6]=[CH:5][CH:4]=[CH:3][CH:2]=1.C[Si]([C:23]#[N:24])(C)C.C(OCC)C.[NH:30]1[CH2:35][CH2:34][O:33][CH2:32][CH2:31]1, predict the reaction product. The product is: [C:1]1([CH:7]([C:13]2[CH:18]=[CH:17][CH:16]=[CH:15][CH:14]=2)[N:8]2[CH2:11][C:10]([N:30]3[CH2:35][CH2:34][O:33][CH2:32][CH2:31]3)([C:23]#[N:24])[CH2:9]2)[CH:6]=[CH:5][CH:4]=[CH:3][CH:2]=1. (4) Given the reactants [CH3:1][C:2]([O:5][C:6]([NH:8][CH2:9][CH2:10][C:11](N(C)OC)=[O:12])=[O:7])([CH3:4])[CH3:3].[CH3:17][O:18][CH2:19][CH2:20][CH2:21][CH2:22][Mg]Cl.[CH2:25]1COCC1, predict the reaction product. The product is: [CH3:25][N:8]([CH2:9][CH2:10][C:11](=[O:12])[CH2:22][CH2:21][CH2:20][CH2:19][O:18][CH3:17])[C:6](=[O:7])[O:5][C:2]([CH3:1])([CH3:3])[CH3:4].